Task: Predict the product of the given reaction.. Dataset: Forward reaction prediction with 1.9M reactions from USPTO patents (1976-2016) Given the reactants [CH3:1][C:2]1[N:7]=[C:6]([N:8]2[CH2:13][CH2:12][CH2:11][CH2:10][CH2:9]2)[C:5]([C:14]([NH:16][C:17]2[CH:18]=[C:19]3[C:23](=[CH:24][CH:25]=2)[N:22](C(OC(C)(C)C)=O)[CH2:21][CH2:20]3)=[O:15])=[CH:4][CH:3]=1.FC(F)(F)C(O)=O, predict the reaction product. The product is: [NH:22]1[C:23]2[C:19](=[CH:18][C:17]([NH:16][C:14](=[O:15])[C:5]3[CH:4]=[CH:3][C:2]([CH3:1])=[N:7][C:6]=3[N:8]3[CH2:9][CH2:10][CH2:11][CH2:12][CH2:13]3)=[CH:25][CH:24]=2)[CH2:20][CH2:21]1.